This data is from Catalyst prediction with 721,799 reactions and 888 catalyst types from USPTO. The task is: Predict which catalyst facilitates the given reaction. (1) Reactant: [C:1]1([C@@:7]2([CH2:19][NH:20][C:21](=[O:27])[O:22][C:23]([CH3:26])([CH3:25])[CH3:24])[CH2:9][C@H:8]2[CH2:10][O:11]CC2C=CC=CC=2)[CH:6]=[CH:5][CH:4]=[CH:3][CH:2]=1. Product: [OH:11][CH2:10][C@@H:8]1[CH2:9][C@:7]1([CH2:19][NH:20][C:21](=[O:27])[O:22][C:23]([CH3:25])([CH3:24])[CH3:26])[C:1]1[CH:2]=[CH:3][CH:4]=[CH:5][CH:6]=1. The catalyst class is: 63. (2) Reactant: C(N(CC)CC)C.Cl[C:9]([O:11][CH:12]1[CH2:17][CH2:16][CH2:15][CH2:14][CH2:13]1)=[O:10].[CH:18](=[O:26])[C:19]1[C:20](=[CH:22][CH:23]=[CH:24][CH:25]=1)[OH:21].O. Product: [CH:12]1([O:11][C:9]([O:21][C:20]2[CH:22]=[CH:23][CH:24]=[CH:25][C:19]=2[CH:18]=[O:26])=[O:10])[CH2:17][CH2:16][CH2:15][CH2:14][CH2:13]1. The catalyst class is: 7. (3) Reactant: [C:1](#[N:7])[CH2:2][CH2:3][CH2:4][CH:5]=[CH2:6].[CH3:8][OH:9].[ClH:10]. Product: [ClH:10].[C:1](=[NH:7])([O:9][CH3:8])[CH2:2][CH2:3][CH2:4][CH:5]=[CH2:6]. The catalyst class is: 28.